This data is from NCI-60 drug combinations with 297,098 pairs across 59 cell lines. The task is: Regression. Given two drug SMILES strings and cell line genomic features, predict the synergy score measuring deviation from expected non-interaction effect. Drug 1: CC1C(C(=O)NC(C(=O)N2CCCC2C(=O)N(CC(=O)N(C(C(=O)O1)C(C)C)C)C)C(C)C)NC(=O)C3=C4C(=C(C=C3)C)OC5=C(C(=O)C(=C(C5=N4)C(=O)NC6C(OC(=O)C(N(C(=O)CN(C(=O)C7CCCN7C(=O)C(NC6=O)C(C)C)C)C)C(C)C)C)N)C. Drug 2: CC1CCCC2(C(O2)CC(NC(=O)CC(C(C(=O)C(C1O)C)(C)C)O)C(=CC3=CSC(=N3)C)C)C. Cell line: MOLT-4. Synergy scores: CSS=80.9, Synergy_ZIP=-1.57, Synergy_Bliss=0.861, Synergy_Loewe=-7.85, Synergy_HSA=0.458.